This data is from Reaction yield outcomes from USPTO patents with 853,638 reactions. The task is: Predict the reaction yield, written as a fraction of the theoretical maximum amount of product (1.0 means a 100% yield; for example, 0.34 means a 34% yield). (1) The reactants are [C:1]([O:5][C:6](=[O:20])[CH2:7][CH:8](P(OCC)(OCC)=O)[C:9]([OH:11])=[O:10])([CH3:4])([CH3:3])[CH3:2].CC(C)([O-])C.[K+].[CH:27](=O)[CH2:28][CH2:29][C:30]1[CH:35]=[CH:34][CH:33]=[CH:32][CH:31]=1.C(O)(=O)CC(CC(O)=O)(C(O)=O)O.[OH-].[Na+]. The catalyst is C1COCC1.O.C(OCC)(=O)C. The product is [C:1]([O:5][C:6](=[O:20])[CH2:7]/[C:8](=[CH:27]\[CH2:28][CH2:29][C:30]1[CH:35]=[CH:34][CH:33]=[CH:32][CH:31]=1)/[C:9]([OH:11])=[O:10])([CH3:2])([CH3:3])[CH3:4]. The yield is 0.810. (2) The reactants are [F:1][C:2]1[C:7]([O:8]C)=[CH:6][CH:5]=[C:4]([F:10])[C:3]=1[C:11]1[NH:15][C:14](=[O:16])[O:13][N:12]=1.B(Br)(Br)Br.C([O-])(O)=O.[Na+]. The catalyst is C(Cl)Cl. The product is [F:1][C:2]1[C:7]([OH:8])=[CH:6][CH:5]=[C:4]([F:10])[C:3]=1[C:11]1[NH:15][C:14](=[O:16])[O:13][N:12]=1. The yield is 0.950.